From a dataset of Reaction yield outcomes from USPTO patents with 853,638 reactions. Predict the reaction yield, written as a fraction of the theoretical maximum amount of product (1.0 means a 100% yield; for example, 0.34 means a 34% yield). (1) The reactants are [CH3:1][O:2][N:3]1[CH2:8][CH2:7][CH2:6][CH2:5][C:4]1=O.[Li+].CC([N-]C(C)C)C.C1C=CC(N([S:32]([C:35]([F:38])([F:37])[F:36])(=[O:34])=[O:33])[S:32]([C:35]([F:38])([F:37])[F:36])(=[O:34])=[O:33])=CC=1.C1C[O:42]CC1. The catalyst is CCOC(C)=O. The product is [CH3:1][O:2][N:3]1[CH2:8][CH:7]=[C:6]([O:33][S:32]([C:35]([F:38])([F:37])[F:36])(=[O:42])=[O:34])[CH2:5][CH2:4]1. The yield is 0.710. (2) The catalyst is CN(C=O)C.O. The yield is 0.980. The reactants are CN(C(ON1N=NC2C=CC=NC1=2)=[N+](C)C)C.F[P-](F)(F)(F)(F)F.[F:25][C:26]1[CH:27]=[C:28]([NH:37][C:38]([C@@H:40]2[NH:49][CH2:48][CH2:47][C:46]3[N:45]=[C:44]([O:50][CH3:51])[CH:43]=[CH:42][C:41]2=3)=[O:39])[CH:29]=[C:30]2[C:34]=1[C:33]([CH3:36])([CH3:35])[CH2:32][CH2:31]2.[C:52]([O:56][C:57](=[O:66])[CH2:58][C@H:59]1[CH2:62][C@H:61]([C:63](O)=[O:64])[CH2:60]1)([CH3:55])([CH3:54])[CH3:53].CCN(C(C)C)C(C)C. The product is [F:25][C:26]1[CH:27]=[C:28]([NH:37][C:38]([C@@H:40]2[N:49]([C:63]([C@H:61]3[CH2:60][C@H:59]([CH2:58][C:57]([O:56][C:52]([CH3:55])([CH3:54])[CH3:53])=[O:66])[CH2:62]3)=[O:64])[CH2:48][CH2:47][C:46]3[N:45]=[C:44]([O:50][CH3:51])[CH:43]=[CH:42][C:41]2=3)=[O:39])[CH:29]=[C:30]2[C:34]=1[C:33]([CH3:35])([CH3:36])[CH2:32][CH2:31]2.